From a dataset of Full USPTO retrosynthesis dataset with 1.9M reactions from patents (1976-2016). Predict the reactants needed to synthesize the given product. (1) Given the product [CH2:2]([C@H:9]1[C@H:13]([C:14]2[CH:19]=[CH:18][CH:17]=[CH:16][CH:15]=2)[CH2:12][N:11]([S:33]([C:31]2[N:30]=[CH:29][N:28]([CH3:27])[CH:32]=2)(=[O:35])=[O:34])[CH2:10]1)[C:3]1[CH:4]=[CH:5][CH:6]=[CH:7][CH:8]=1, predict the reactants needed to synthesize it. The reactants are: Cl.[CH2:2]([CH:9]1[CH:13]([C:14]2[CH:19]=[CH:18][CH:17]=[CH:16][CH:15]=2)[CH2:12][NH:11][CH2:10]1)[C:3]1[CH:8]=[CH:7][CH:6]=[CH:5][CH:4]=1.C(N(CC)CC)C.[CH3:27][N:28]1[CH:32]=[C:31]([S:33](Cl)(=[O:35])=[O:34])[N:30]=[CH:29]1. (2) Given the product [C:32]([CH2:31][CH2:30][C:10]1[C:11]([CH2:15][CH2:16][CH2:17][CH2:18][CH2:19][CH2:20][O:21][C:22]2[CH:23]=[C:24]([Br:29])[CH:25]=[C:26]([Br:28])[CH:27]=2)=[CH:12][CH:13]=[CH:14][C:9]=1[O:8][CH2:7][CH2:6][CH2:5][C:4]([OH:37])=[O:3])([OH:34])=[O:33], predict the reactants needed to synthesize it. The reactants are: C([O:3][C:4](=[O:37])[CH2:5][CH2:6][CH2:7][O:8][C:9]1[CH:14]=[CH:13][CH:12]=[C:11]([CH2:15][CH2:16][CH2:17][CH2:18][CH2:19][CH2:20][O:21][C:22]2[CH:27]=[C:26]([Br:28])[CH:25]=[C:24]([Br:29])[CH:23]=2)[C:10]=1[CH2:30][CH2:31][C:32]([O:34]CC)=[O:33])C.[OH-].[Na+]. (3) Given the product [CH2:12]([N:1]([CH:19]1[CH2:20][CH2:21][O:16][CH2:17][CH2:18]1)[C:2]1[S:6][CH:5]=[C:4]([C:7]([O:9][CH3:10])=[O:8])[C:3]=1[CH3:11])[CH3:13], predict the reactants needed to synthesize it. The reactants are: [NH2:1][C:2]1[S:6][CH:5]=[C:4]([C:7]([O:9][CH3:10])=[O:8])[C:3]=1[CH3:11].[C:12](O)(=O)[CH3:13].[O:16]1[CH2:21][CH2:20][C:19](=O)[CH2:18][CH2:17]1.[BH-](OC(C)=O)(OC(C)=O)OC(C)=O.[Na+].C(=O)C. (4) Given the product [CH:46]1([N:49]([CH2:50][C:51]2[CH:56]=[C:55]([CH2:57][CH2:58][CH2:59][O:60][CH3:61])[CH:54]=[C:53]([Cl:62])[C:52]=2[Cl:63])[C:24]([C:13]2[C@@H:14]3[NH:16][C@H:10]([CH2:11][C:12]=2[C:27]2[CH:28]=[CH:29][C:30]([O:33][CH2:34][CH2:35][O:36][C:37]4[C:42]([Cl:43])=[CH:41][C:40]([CH3:44])=[CH:39][C:38]=4[Cl:45])=[CH:31][CH:32]=2)[CH2:9][NH:8][CH2:15]3)=[O:25])[CH2:48][CH2:47]1, predict the reactants needed to synthesize it. The reactants are: C(OC([N:8]1[CH2:15][C@H:14]2[N:16](C(OC(C)(C)C)=O)[C@H:10]([CH2:11][C:12]([C:27]3[CH:32]=[CH:31][C:30]([O:33][CH2:34][CH2:35][O:36][C:37]4[C:42]([Cl:43])=[CH:41][C:40]([CH3:44])=[CH:39][C:38]=4[Cl:45])=[CH:29][CH:28]=3)=[C:13]2[C:24](O)=[O:25])[CH2:9]1)=O)(C)(C)C.[CH:46]1([NH:49][CH2:50][C:51]2[CH:56]=[C:55]([CH2:57][CH2:58][CH2:59][O:60][CH3:61])[CH:54]=[C:53]([Cl:62])[C:52]=2[Cl:63])[CH2:48][CH2:47]1.